This data is from Forward reaction prediction with 1.9M reactions from USPTO patents (1976-2016). The task is: Predict the product of the given reaction. (1) Given the reactants Br[C:2]1[C:3]([CH3:19])=[N:4][C:5]([C:8]2[N:12]=[CH:11][N:10](C3CCCCO3)[N:9]=2)=[CH:6][CH:7]=1.B1(B2OC(C)(C)C(C)(C)O2)OC(C)(C)C(C)(C)O1.C([O-])(=O)C.[K+].C(=O)([O-])[O-].[K+].[K+].ClCCl.Br[C:53]1[N:58]=[C:57]2[N:59]([CH2:64][CH3:65])[C:60](=[O:63])[CH2:61][NH:62][C:56]2=[N:55][CH:54]=1, predict the reaction product. The product is: [CH2:64]([N:59]1[C:57]2=[N:58][C:53]([C:2]3[C:3]([CH3:19])=[N:4][C:5]([C:8]4[NH:12][CH:11]=[N:10][N:9]=4)=[CH:6][CH:7]=3)=[CH:54][N:55]=[C:56]2[NH:62][CH2:61][C:60]1=[O:63])[CH3:65]. (2) Given the reactants [F:1][C:2]1[CH:3]=[C:4]2[C:9](=[CH:10][CH:11]=1)[CH:8]=[C:7]([C:12]([OH:14])=[O:13])[CH:6]=[C:5]2[OH:15].S(Cl)(Cl)=O.[C:20](OCC)(=O)C, predict the reaction product. The product is: [CH3:20][O:13][C:12]([C:7]1[CH:6]=[C:5]([OH:15])[C:4]2[C:9](=[CH:10][CH:11]=[C:2]([F:1])[CH:3]=2)[CH:8]=1)=[O:14]. (3) Given the reactants C[O:2][C:3]([C@@H:5]1[CH2:10][CH2:9][CH2:8][N:7]([C:11](=[O:29])[C@@H:12]([NH:14][C:15](=[O:28])[C@@H:16]([NH:20][C:21]([O:23][C:24]([CH3:27])([CH3:26])[CH3:25])=[O:22])[CH:17]([CH3:19])[CH3:18])[CH3:13])[NH:6]1)=O.O.[OH-].[Li+].Cl.[CH:34]([C:36]1[CH:45]=[C:44]2[C:39]([CH:40]=[CH:41][C:42]([C@H:46]([OH:48])[CH3:47])=[N:43]2)=[CH:38][CH:37]=1)=[CH2:35].Cl.CN(C)CCCN=C=NCC, predict the reaction product. The product is: [CH:34]([C:36]1[CH:45]=[C:44]2[C:39]([CH:40]=[CH:41][C:42]([C@H:46]([O:48][C:3]([C@@H:5]3[CH2:10][CH2:9][CH2:8][N:7]([C:11](=[O:29])[C@@H:12]([NH:14][C:15](=[O:28])[C@@H:16]([NH:20][C:21]([O:23][C:24]([CH3:25])([CH3:27])[CH3:26])=[O:22])[CH:17]([CH3:19])[CH3:18])[CH3:13])[NH:6]3)=[O:2])[CH3:47])=[N:43]2)=[CH:38][CH:37]=1)=[CH2:35].